Dataset: Forward reaction prediction with 1.9M reactions from USPTO patents (1976-2016). Task: Predict the product of the given reaction. (1) Given the reactants [C:1]([C:3]1[CH:4]=[CH:5][C:6]([NH:25][C:26]2[CH:31]=[C:30]([Cl:32])[CH:29]=[C:28]([Cl:33])[CH:27]=2)=[C:7]([S:9]([N:12]2[CH2:17][CH2:16][N:15](C(OC(C)(C)C)=O)[CH2:14][CH2:13]2)(=[O:11])=[O:10])[CH:8]=1)#[N:2].Cl, predict the reaction product. The product is: [ClH:32].[Cl:32][C:30]1[CH:31]=[C:26]([NH:25][C:6]2[CH:5]=[CH:4][C:3]([C:1]#[N:2])=[CH:8][C:7]=2[S:9]([N:12]2[CH2:13][CH2:14][NH:15][CH2:16][CH2:17]2)(=[O:11])=[O:10])[CH:27]=[C:28]([Cl:33])[CH:29]=1. (2) Given the reactants C(N(CC)CC)C.[CH:8]([C:10]1[C:18]2[C:13](=[CH:14][CH:15]=[C:16]([S:19]([CH3:22])(=[O:21])=[O:20])[CH:17]=2)[N:12](C(OC(C)(C)C)=O)[CH:11]=1)=[O:9].[CH:30](=[N:37][C:38]1[CH:43]=[CH:42][CH:41]=[C:40]([O:44][CH3:45])[CH:39]=1)[C:31]1[CH:36]=[CH:35][CH:34]=[CH:33][CH:32]=1, predict the reaction product. The product is: [CH3:45][O:44][C:40]1[CH:39]=[C:38]([NH:37][CH:30]([C:31]2[CH:36]=[CH:35][CH:34]=[CH:33][CH:32]=2)[C:8]([C:10]2[C:18]3[C:13](=[CH:14][CH:15]=[C:16]([S:19]([CH3:22])(=[O:20])=[O:21])[CH:17]=3)[NH:12][CH:11]=2)=[O:9])[CH:43]=[CH:42][CH:41]=1. (3) Given the reactants [CH3:1][C:2]1[CH:7]=[C:6]([C:8]2[CH:9]=[CH:10][C:11]3[N:17]4[CH2:18][C@H:14]([CH2:15][CH2:16]4)[NH:13][C:12]=3[N:19]=2)[CH:5]=[CH:4][N:3]=1.ClC(Cl)(O[C:24](=[O:30])OC(Cl)(Cl)Cl)Cl.[CH3:32][C:33]1[N:34]=[N:35][C:36]2[CH:37]=[CH:38][CH:39]=[C:40]([NH2:43])[C:41]=2[CH:42]=1.C(N(CC)CC)C, predict the reaction product. The product is: [CH3:32][C:33]1[N:34]=[N:35][C:36]2[C:41]([CH:42]=1)=[C:40]([NH:43][C:24]([N:13]1[C@@H:14]3[CH2:18][N:17]([CH2:16][CH2:15]3)[C:11]3[CH:10]=[CH:9][C:8]([C:6]4[CH:5]=[CH:4][N:3]=[C:2]([CH3:1])[CH:7]=4)=[N:19][C:12]1=3)=[O:30])[CH:39]=[CH:38][CH:37]=2. (4) Given the reactants [H-].[Na+].C1COCC1.[C:8]([O:12][C:13](=[O:21])/[CH:14]=[CH:15]/[C:16]1[CH:20]=[CH:19][NH:18][CH:17]=1)([CH3:11])([CH3:10])[CH3:9].[Br:22][C:23]1[CH:24]=[C:25]([S:29](Cl)(=[O:31])=[O:30])[CH:26]=[CH:27][CH:28]=1, predict the reaction product. The product is: [C:8]([O:12][C:13](=[O:21])/[CH:14]=[CH:15]/[C:16]1[CH:20]=[CH:19][N:18]([S:29]([C:25]2[CH:26]=[CH:27][CH:28]=[C:23]([Br:22])[CH:24]=2)(=[O:31])=[O:30])[CH:17]=1)([CH3:11])([CH3:9])[CH3:10]. (5) Given the reactants [F:1][C:2]1[CH:7]=[CH:6][C:5]([C:8]2[C:12](/[CH:13]=[CH:14]/[C:15]3[CH:16]=[C:17]([C:20]([OH:22])=O)[NH:18][N:19]=3)=[C:11]([CH3:23])[O:10][N:9]=2)=[CH:4][CH:3]=1.[OH:24][CH2:25][C:26]([NH2:29])([CH3:28])[CH3:27], predict the reaction product. The product is: [OH:24][CH2:25][C:26]([NH:29][C:20]([C:17]1[NH:18][N:19]=[C:15](/[CH:14]=[CH:13]/[C:12]2[C:8]([C:5]3[CH:4]=[CH:3][C:2]([F:1])=[CH:7][CH:6]=3)=[N:9][O:10][C:11]=2[CH3:23])[CH:16]=1)=[O:22])([CH3:28])[CH3:27]. (6) The product is: [CH3:26][NH:25][C:12]1[N:11]=[C:10]([C:8]2[CH:9]=[C:2]3[C:3]([C:4]([NH2:5])=[N:28][NH:29]3)=[CH:6][CH:7]=2)[CH:15]=[C:14]([N:16]2[CH2:20][CH2:19][CH2:18][C@H:17]2[C:21]([F:24])([F:22])[F:23])[N:13]=1. Given the reactants F[C:2]1[CH:9]=[C:8]([C:10]2[CH:15]=[C:14]([N:16]3[CH2:20][CH2:19][CH2:18][C@H:17]3[C:21]([F:24])([F:23])[F:22])[N:13]=[C:12]([NH:25][CH3:26])[N:11]=2)[CH:7]=[CH:6][C:3]=1[C:4]#[N:5].O.[NH2:28][NH2:29], predict the reaction product. (7) Given the reactants [NH:1]1[CH:5]=[CH:4][CH:3]=[N:2]1.C(=O)([O-])[O-].[Cs+].[Cs+].C[NH:13][C@@H:14]1[CH2:19][CH2:18]CC[C@H:15]1[NH:20][CH3:21].BrC1C=C(N)C=NC=1, predict the reaction product. The product is: [N:1]1([C:18]2[CH:19]=[C:14]([NH2:13])[CH:15]=[N:20][CH:21]=2)[CH:5]=[CH:4][CH:3]=[N:2]1. (8) Given the reactants [C:1]([O:5][C:6](=[O:21])[NH:7][CH2:8][CH2:9][CH2:10][CH2:11][NH:12][CH:13]([C:15]1[CH:20]=[CH:19][CH:18]=[CH:17][N:16]=1)[CH3:14])([CH3:4])([CH3:3])[CH3:2].[C:22]([O:26][C:27]([N:29]1[C:33]2[CH:34]=[CH:35][CH:36]=[CH:37][C:32]=2[N:31]=[C:30]1[CH2:38]Cl)=[O:28])([CH3:25])([CH3:24])[CH3:23].CCN(C(C)C)C(C)C, predict the reaction product. The product is: [C:22]([O:26][C:27]([N:29]1[C:33]2[CH:34]=[CH:35][CH:36]=[CH:37][C:32]=2[N:31]=[C:30]1[CH2:38][N:12]([CH2:11][CH2:10][CH2:9][CH2:8][NH:7][C:6]([O:5][C:1]([CH3:2])([CH3:3])[CH3:4])=[O:21])[CH:13]([C:15]1[CH:20]=[CH:19][CH:18]=[CH:17][N:16]=1)[CH3:14])=[O:28])([CH3:25])([CH3:24])[CH3:23]. (9) Given the reactants [CH2:1]([N:8]1[C:13](=[O:14])[C:12]2[C:15]([CH3:18])=[N:16][O:17][C:11]=2[N:10]=[C:9]1[CH:19](Br)[CH2:20][CH3:21])[C:2]1[CH:7]=[CH:6][CH:5]=[CH:4][CH:3]=1.[C:23](=O)([O-])[O-].[K+].[K+].C(OC(=O)N[CH2:36][CH2:37][CH2:38][NH2:39])(C)(C)C.O, predict the reaction product. The product is: [CH2:1]([N:8]1[C:13](=[O:14])[C:12]2[C:15]([CH3:18])=[N:16][O:17][C:11]=2[N:10]=[C:9]1[CH:19]([NH:39][CH2:38][CH2:37][CH2:36][CH3:23])[CH2:20][CH3:21])[C:2]1[CH:7]=[CH:6][CH:5]=[CH:4][CH:3]=1. (10) Given the reactants [CH3:1][N:2]([CH2:26][CH2:27][CH3:28])[CH2:3][CH2:4][C:5]#[C:6][CH:7]1[CH2:12][CH2:11][N:10]([S:13]([C:16]2[CH:21]=[CH:20][C:19]([C:22]([F:25])([F:24])[F:23])=[CH:18][CH:17]=2)(=[O:15])=[O:14])[CH2:9][CH2:8]1, predict the reaction product. The product is: [CH3:1][N:2]([CH2:26][CH2:27][CH3:28])[CH2:3][CH2:4][CH2:5][CH2:6][CH:7]1[CH2:12][CH2:11][N:10]([S:13]([C:16]2[CH:21]=[CH:20][C:19]([C:22]([F:24])([F:25])[F:23])=[CH:18][CH:17]=2)(=[O:15])=[O:14])[CH2:9][CH2:8]1.